From a dataset of Forward reaction prediction with 1.9M reactions from USPTO patents (1976-2016). Predict the product of the given reaction. (1) The product is: [CH2:1]([O:3][C:4](=[O:25])/[C:5](/[CH3:24])=[CH:6]/[C@H:7]([NH:16][C:17]([O:19][C:20]([CH3:23])([CH3:22])[CH3:21])=[O:18])[CH2:8][C:9]1[CH:14]=[CH:13][C:12]([C:56]2[CH:55]=[CH:54][CH:53]=[C:52]([Cl:51])[CH:57]=2)=[CH:11][CH:10]=1)[CH3:2]. Given the reactants [CH2:1]([O:3][C:4](=[O:25])[C:5]([CH3:24])=[CH:6][C@H:7]([NH:16][C:17]([O:19][C:20]([CH3:23])([CH3:22])[CH3:21])=[O:18])[CH2:8][C:9]1[CH:14]=[CH:13][C:12](Br)=[CH:11][CH:10]=1)[CH3:2].C(OC(=O)/C(/C)=C/[C@H](NC(OC(C)(C)C)=O)CC1C=CC(Br)=CC=1)C.[Cl:51][C:52]1[CH:53]=[C:54](B(O)O)[CH:55]=[CH:56][CH:57]=1, predict the reaction product. (2) Given the reactants [N:1]1[N:5]2[C:9](=[O:10])[C:4]3[N:5]([N:1]=[CH:2][CH:3]=3)[C:9](=[O:10])[C:4]2=[CH:3][CH:2]=1.[Br:15][C:16]1[CH:22]=[C:21]([O:23][C:24]([F:27])([F:26])[F:25])[CH:20]=[CH:19][C:17]=1[NH2:18], predict the reaction product. The product is: [Br:15][C:16]1[CH:22]=[C:21]([O:23][C:24]([F:25])([F:26])[F:27])[CH:20]=[CH:19][C:17]=1[NH:18][C:9]([C:4]1[CH:3]=[CH:2][NH:1][N:5]=1)=[O:10]. (3) The product is: [Cl:1][C:2]1[CH:7]=[CH:6][CH:5]=[C:4]([CH3:8])[C:3]=1[S:9]([N:12]([CH2:16][CH2:17][O:18][CH2:19][C:20]([OH:22])=[O:21])[CH:13]1[CH2:14][CH2:15]1)(=[O:10])=[O:11]. Given the reactants [Cl:1][C:2]1[CH:7]=[CH:6][CH:5]=[C:4]([CH3:8])[C:3]=1[S:9]([N:12]([CH2:16][CH2:17][O:18][CH2:19][C:20]([O:22]C(C)(C)C)=[O:21])[CH:13]1[CH2:15][CH2:14]1)(=[O:11])=[O:10].FC(F)(F)C(O)=O, predict the reaction product. (4) Given the reactants CC[O-].[Na+].C([C:7](CC)([C:11]([O-:13])=O)[C:8]([O-])=[O:9])C.[CH3:16][NH:17][C:18]([NH2:20])=[S:19].Cl, predict the reaction product. The product is: [CH3:16][N:17]1[C:11](=[O:13])[CH2:7][C:8](=[O:9])[NH:20][C:18]1=[S:19]. (5) Given the reactants [CH2:1]([O:8][C:9]1[CH:14]=[CH:13][C:12]([N+:15]([O-:17])=[O:16])=[CH:11][C:10]=1Br)[C:2]1[CH:7]=[CH:6][CH:5]=[CH:4][CH:3]=1.C(Cl)Cl.[C:22]1(B(O)O)[CH:27]=[CH:26][CH:25]=[CH:24][CH:23]=1.P([O-])([O-])([O-])=O.[K+].[K+].[K+], predict the reaction product. The product is: [CH2:1]([O:8][C:9]1[CH:14]=[CH:13][C:12]([N+:15]([O-:17])=[O:16])=[CH:11][C:10]=1[C:22]1[CH:27]=[CH:26][CH:25]=[CH:24][CH:23]=1)[C:2]1[CH:7]=[CH:6][CH:5]=[CH:4][CH:3]=1.